Dataset: Forward reaction prediction with 1.9M reactions from USPTO patents (1976-2016). Task: Predict the product of the given reaction. (1) Given the reactants [N:1]1([CH2:7][C:8]2[CH:13]=[CH:12][C:11]([NH:14][C:15]([C:17]3[C:21]([NH2:22])=[CH:20][NH:19][N:18]=3)=[O:16])=[CH:10][CH:9]=2)[CH2:6][CH2:5][O:4][CH2:3][CH2:2]1.Cl[C:24]1[N:25]=[CH:26][CH:27]=[C:28]2[CH:32]=[CH:31][O:30][C:29]=12, predict the reaction product. The product is: [O:30]1[C:29]2=[C:24]([NH:22][C:21]3[C:17]([C:15]([NH:14][C:11]4[CH:12]=[CH:13][C:8]([CH2:7][N:1]5[CH2:6][CH2:5][O:4][CH2:3][CH2:2]5)=[CH:9][CH:10]=4)=[O:16])=[N:18][NH:19][CH:20]=3)[N:25]=[CH:26][CH:27]=[C:28]2[CH:32]=[CH:31]1. (2) Given the reactants Cl.[NH2:2][C:3]1[N:8]=[C:7]([NH:9][C@@H:10]([CH2:14][CH2:15][CH2:16][CH3:17])[CH2:11][CH2:12][OH:13])[C:6]([CH2:18][C:19]2[CH:24]=[CH:23][C:22]([CH2:25][C:26]([OH:28])=[O:27])=[CH:21][C:20]=2[O:29][CH3:30])=[C:5]([CH3:31])[N:4]=1.[C:32]([O-])(O)=O.[Na+], predict the reaction product. The product is: [NH2:2][C:3]1[N:8]=[C:7]([NH:9][C@@H:10]([CH2:14][CH2:15][CH2:16][CH3:17])[CH2:11][CH2:12][OH:13])[C:6]([CH2:18][C:19]2[CH:24]=[CH:23][C:22]([CH2:25][C:26]([O:28][CH3:32])=[O:27])=[CH:21][C:20]=2[O:29][CH3:30])=[C:5]([CH3:31])[N:4]=1. (3) Given the reactants [C:1]([O:5][C:6]([C:8]1[CH:13]=[CH:12][CH:11]=[CH:10][C:9]=1[C:14]1[CH:19]=[CH:18][C:17]([CH2:20][N:21]2[C:29]3[C:24](=[CH:25][C:26]([C:30](O)=[O:31])=[CH:27][CH:28]=3)[C:23]([CH3:33])=[CH:22]2)=[CH:16][CH:15]=1)=[O:7])([CH3:4])([CH3:3])[CH3:2].[C:34]1([CH:40]([NH2:43])[CH2:41][CH3:42])[CH:39]=[CH:38][CH:37]=[CH:36][CH:35]=1, predict the reaction product. The product is: [CH3:33][C:23]1[C:24]2[C:29](=[CH:28][CH:27]=[C:26]([C:30](=[O:31])[NH:43][CH:40]([C:34]3[CH:39]=[CH:38][CH:37]=[CH:36][CH:35]=3)[CH2:41][CH3:42])[CH:25]=2)[N:21]([CH2:20][C:17]2[CH:18]=[CH:19][C:14]([C:9]3[C:8]([C:6]([O:5][C:1]([CH3:4])([CH3:3])[CH3:2])=[O:7])=[CH:13][CH:12]=[CH:11][CH:10]=3)=[CH:15][CH:16]=2)[CH:22]=1. (4) Given the reactants C([N-][CH:5]([CH3:7])[CH3:6])(C)C.[Li+].[Br:9][C:10]1[N:11]=[CH:12][S:13][C:14]=1[C:15]1[S:19][CH:18]=[N:17][C:16]=1[Br:20].[CH:21]([Si:24](Cl)([CH:28]([CH3:30])[CH3:29])[CH:25]([CH3:27])[CH3:26])([CH3:23])[CH3:22], predict the reaction product. The product is: [CH:21]([Si:24]([CH:5]([CH3:6])[CH3:7])([CH:25]([CH3:27])[CH3:26])[C:18]1[S:19][C:15]([C:14]2[S:13][C:12]([Si:24]([CH:28]([CH3:30])[CH3:29])([CH:25]([CH3:27])[CH3:26])[CH:21]([CH3:23])[CH3:22])=[N:11][C:10]=2[Br:9])=[C:16]([Br:20])[N:17]=1)([CH3:23])[CH3:22]. (5) The product is: [CH2:1]([O:3][C:4](=[O:24])[CH2:5][O:6][C:7]1[CH:12]=[CH:11][C:10]([S:13][CH2:14][C:15]2[CH:16]=[C:17]([C:33]#[C:32][CH2:31][C:25]3[CH:30]=[CH:29][CH:28]=[CH:27][CH:26]=3)[CH:18]=[C:19]([OH:21])[CH:20]=2)=[CH:9][C:8]=1[CH3:23])[CH3:2]. Given the reactants [CH2:1]([O:3][C:4](=[O:24])[CH2:5][O:6][C:7]1[CH:12]=[CH:11][C:10]([S:13][CH2:14][C:15]2[CH:20]=[C:19]([OH:21])[CH:18]=[C:17](Br)[CH:16]=2)=[CH:9][C:8]=1[CH3:23])[CH3:2].[C:25]1([CH2:31][C:32]#[CH:33])[CH:30]=[CH:29][CH:28]=[CH:27][CH:26]=1, predict the reaction product. (6) Given the reactants [F:1][C:2]1[CH:7]=[CH:6][C:5](/[CH:8]=[CH:9]/[C:10]([OH:12])=[O:11])=[C:4]([CH3:13])[CH:3]=1, predict the reaction product. The product is: [F:1][C:2]1[CH:7]=[CH:6][C:5]([CH2:8][CH2:9][C:10]([OH:12])=[O:11])=[C:4]([CH3:13])[CH:3]=1.